From a dataset of Catalyst prediction with 721,799 reactions and 888 catalyst types from USPTO. Predict which catalyst facilitates the given reaction. (1) Reactant: Cl[C:2]1[CH:6]=[CH:5][S:4][C:3]=1[C:7](O)=O.C(N1C=CN=C1)(N1C=CN=C1)=[O:11].[NH:22]1[CH2:26][CH2:25][CH2:24][C@H:23]1[CH2:27][OH:28].[H-].[Na+]. Product: [S:4]1[CH:3]2[CH2:7][N:22]3[CH:26]=[CH:25][CH:24]=[C:23]3[C:27](=[O:11])[O:28][C@H:2]2[CH2:6][CH2:5]1. The catalyst class is: 35. (2) Reactant: [Br:1][C:2]1[C:10]([C:11]([F:14])([F:13])[F:12])=[CH:9][CH:8]=[CH:7][C:3]=1[C:4]([OH:6])=O.[CH3:15]N1CCOCC1.[Cl-].COC1N=C(OC)N=C([N+]2(C)CCOCC2)N=1.C[Mg]Br.O1CCCC1.Cl. Product: [Br:1][C:2]1[C:10]([C:11]([F:14])([F:13])[F:12])=[CH:9][CH:8]=[CH:7][C:3]=1[C:4](=[O:6])[CH3:15]. The catalyst class is: 10. (3) Reactant: Cl[C:2]1[N:7]=[C:6]([NH:8][C:9]2[CH:17]=[C:16]3[C:12]([CH:13]=[CH:14][NH:15]3)=[CH:11][CH:10]=2)[CH:5]=[N:4][CH:3]=1.[N:18]1[CH:23]=[CH:22][C:21](B(O)O)=[CH:20][CH:19]=1.C(=O)([O-])[O-].[Na+].[Na+]. Product: [N:18]1[CH:23]=[CH:22][C:21]([C:2]2[N:7]=[C:6]([NH:8][C:9]3[CH:17]=[C:16]4[C:12]([CH:13]=[CH:14][NH:15]4)=[CH:11][CH:10]=3)[CH:5]=[N:4][CH:3]=2)=[CH:20][CH:19]=1. The catalyst class is: 108.